From a dataset of Forward reaction prediction with 1.9M reactions from USPTO patents (1976-2016). Predict the product of the given reaction. (1) Given the reactants [CH2:1]([C@@H:8]([CH2:12][CH2:13][C@H:14]([CH2:34][C:35]1[CH:40]=[CH:39][CH:38]=[CH:37][CH:36]=1)[C:15]([NH:17][C@H:18]1[CH2:24][CH2:23][CH2:22][CH2:21][N:20]([C:25]2[CH:30]=[CH:29][CH:28]=[CH:27][C:26]=2[O:31][CH3:32])[C:19]1=[O:33])=[O:16])[C:9](O)=[O:10])[C:2]1[CH:7]=[CH:6][CH:5]=[CH:4][CH:3]=1.[NH2:41][C@H:42]1[CH2:48][CH2:47][S:46][C@H:45]2[CH2:49][CH2:50][CH2:51][C@H:52]([C:53]([F:56])([F:55])[F:54])[N:44]2[C:43]1=[O:57], predict the reaction product. The product is: [CH2:34]([C@@H:14]([CH2:13][CH2:12][C@H:8]([CH2:1][C:2]1[CH:3]=[CH:4][CH:5]=[CH:6][CH:7]=1)[C:9]([NH:41][C@H:42]1[CH2:48][CH2:47][S:46][C@H:45]2[CH2:49][CH2:50][CH2:51][C@H:52]([C:53]([F:54])([F:56])[F:55])[N:44]2[C:43]1=[O:57])=[O:10])[C:15]([NH:17][C@H:18]1[CH2:24][CH2:23][CH2:22][CH2:21][N:20]([C:25]2[CH:30]=[CH:29][CH:28]=[CH:27][C:26]=2[O:31][CH3:32])[C:19]1=[O:33])=[O:16])[C:35]1[CH:40]=[CH:39][CH:38]=[CH:37][CH:36]=1. (2) Given the reactants [OH:1][C:2]1[CH:11]=[CH:10][C:5]([C:6]([O:8][CH3:9])=[O:7])=[CH:4][C:3]=1[C:12]([F:15])([F:14])[F:13].[CH3:16][N:17]1[C:22]([CH3:24])([CH3:23])[CH2:21][CH:20](O)[CH2:19][C:18]1([CH3:27])[CH3:26].N(C(OC(C)(C)C)=O)=NC(OC(C)(C)C)=O.C1C=CC(P(C2C=CC=CC=2)C2C=CC=CC=2)=CC=1, predict the reaction product. The product is: [CH3:16][N:17]1[C:18]([CH3:27])([CH3:26])[CH2:19][CH:20]([O:1][C:2]2[CH:11]=[CH:10][C:5]([C:6]([O:8][CH3:9])=[O:7])=[CH:4][C:3]=2[C:12]([F:13])([F:14])[F:15])[CH2:21][C:22]1([CH3:24])[CH3:23]. (3) Given the reactants [NH2:1][C:2]1[CH:3]=[CH:4][C:5]([Cl:24])=[C:6]([C:8]2[N:9]=[C:10]3[N:15]=[CH:14][C:13]([NH:16][C:17](=[O:22])[O:18][CH:19]([CH3:21])[CH3:20])=[CH:12][N:11]3[CH:23]=2)[CH:7]=1.Cl[C:26](OC1C=CC([N+]([O-])=O)=CC=1)=[O:27].[CH3:38]NCC(C)C.[N:44]1[CH:49]=CC=[CH:46][CH:45]=1, predict the reaction product. The product is: [Cl:24][C:5]1[CH:4]=[CH:3][C:2]([NH:1][C:26]([N:44]([CH:45]([CH3:38])[CH3:46])[CH3:49])=[O:27])=[CH:7][C:6]=1[C:8]1[N:9]=[C:10]2[N:15]=[CH:14][C:13]([NH:16][C:17](=[O:22])[O:18][CH:19]([CH3:21])[CH3:20])=[CH:12][N:11]2[CH:23]=1. (4) Given the reactants [CH3:1][C:2]1([CH3:24])[CH2:7][C:6]([CH3:9])([CH3:8])[CH2:5][CH:4]([C:10]2[CH:23]=[CH:22][C:13]([O:14][CH2:15][CH:16]3[O:20][C:19]([NH2:21])=[N:18][CH2:17]3)=[CH:12][CH:11]=2)[CH2:3]1.CC1(C)CC(C)(C)CC(C2C=CC(O)=CC=2)C1.C([C@@H]1OC1)Cl.C([O:49][C:50](=O)[C:51]#[C:52][CH2:53][F:54])C, predict the reaction product. The product is: [F:54][CH2:53][C:52]1[N:18]2[CH2:17][C@@H:16]([CH2:15][O:14][C:13]3[CH:12]=[CH:11][C:10]([CH:4]4[CH2:5][C:6]([CH3:8])([CH3:9])[CH2:7][C:2]([CH3:24])([CH3:1])[CH2:3]4)=[CH:23][CH:22]=3)[O:20][C:19]2=[N:21][C:50](=[O:49])[CH:51]=1.